From a dataset of Reaction yield outcomes from USPTO patents with 853,638 reactions. Predict the reaction yield, written as a fraction of the theoretical maximum amount of product (1.0 means a 100% yield; for example, 0.34 means a 34% yield). (1) The reactants are B.C1COCC1.[CH3:7][O:8][C:9]1[CH:10]=[C:11]([CH:17]=[CH:18][CH:19]=1)[O:12][CH2:13][C:14](O)=[O:15]. The product is [CH3:7][O:8][C:9]1[CH:10]=[C:11]([CH:17]=[CH:18][CH:19]=1)[O:12][CH2:13][CH2:14][OH:15]. The catalyst is C1COCC1. The yield is 0.980. (2) The reactants are [Cl:1][C:2]1[C:3]([O:12][C:13]2[CH:18]=[C:17]([O:19][CH2:20][CH2:21][O:22][CH2:23][CH2:24][O:25][CH3:26])[CH:16]=[CH:15][C:14]=2/[CH:27]=[CH:28]/[C:29]([OH:31])=O)=[N:4][CH:5]=[C:6]([C:8]([F:11])([F:10])[F:9])[CH:7]=1.Cl.C(N=C=NCCCN(C)C)C.[CH2:44]([S:49]([NH2:52])(=[O:51])=[O:50])[CH2:45][CH2:46][CH2:47][CH3:48].Cl. The catalyst is C(#N)C.CN(C)C1C=CN=CC=1.C(OCC)(=O)C. The product is [Cl:1][C:2]1[C:3]([O:12][C:13]2[CH:18]=[C:17]([O:19][CH2:20][CH2:21][O:22][CH2:23][CH2:24][O:25][CH3:26])[CH:16]=[CH:15][C:14]=2/[CH:27]=[CH:28]/[C:29]([NH:52][S:49]([CH2:44][CH2:45][CH2:46][CH2:47][CH3:48])(=[O:51])=[O:50])=[O:31])=[N:4][CH:5]=[C:6]([C:8]([F:10])([F:9])[F:11])[CH:7]=1. The yield is 0.420.